This data is from Forward reaction prediction with 1.9M reactions from USPTO patents (1976-2016). The task is: Predict the product of the given reaction. (1) Given the reactants [BH4-].[Na+].[Cl:3][C:4]1[CH:12]=[C:11]2[C:7](/[C:8](=[CH:14]/[C:15]3[CH:20]=[CH:19][CH:18]=[C:17]([Cl:21])[CH:16]=3)/[C:9](=[O:13])[NH:10]2)=[CH:6][CH:5]=1.CS(C)=O.O, predict the reaction product. The product is: [Cl:3][C:4]1[CH:12]=[C:11]2[C:7]([CH:8]([CH2:14][C:15]3[CH:20]=[CH:19][CH:18]=[C:17]([Cl:21])[CH:16]=3)[C:9](=[O:13])[NH:10]2)=[CH:6][CH:5]=1. (2) Given the reactants [ClH:1].[CH3:2][O:3][N:4]=[C:5]([NH2:7])[NH2:6].[F:8][C:9]1[CH:14]=[CH:13][C:12]([F:15])=[CH:11][C:10]=1[C:16]1[S:20][C:19]([CH2:27][CH2:28]NC#N)([C:21]2[CH:26]=[CH:25][CH:24]=[CH:23][CH:22]=2)[N:18]([C:32](=[O:37])[C@@H:33]([O:35][CH3:36])[CH3:34])[N:17]=1.Cl.CON.C(N(CC)CC)C, predict the reaction product. The product is: [ClH:1].[F:8][C:9]1[CH:14]=[CH:13][C:12]([F:15])=[CH:11][C:10]=1[C:16]1[S:20][C:19]([CH2:27][CH2:28][NH:6][C:5]([NH2:7])=[N:4][O:3][CH3:2])([C:21]2[CH:26]=[CH:25][CH:24]=[CH:23][CH:22]=2)[N:18]([C:32](=[O:37])[C@@H:33]([O:35][CH3:36])[CH3:34])[N:17]=1. (3) Given the reactants C1([N:5]2[CH2:10][CH2:9][CH:8]([OH:11])[CH2:7][CH2:6]2)CCC1.[H-].[Na+].Br[C:15]1[S:16][C:17]2[CH2:18][CH2:19][N:20]([C:25]([CH:27]3[CH2:29][CH2:28]3)=[O:26])[CH2:21][CH2:22][C:23]=2[N:24]=1.O1[CH2:34][CH2:33][CH2:32][CH2:31]1, predict the reaction product. The product is: [CH:31]1([C:8]2([O:11][C:15]3[S:16][C:17]4[CH2:18][CH2:19][N:20]([C:25]([CH:27]5[CH2:29][CH2:28]5)=[O:26])[CH2:21][CH2:22][C:23]=4[N:24]=3)[CH2:7][CH2:6][NH:5][CH2:10][CH2:9]2)[CH2:34][CH2:33][CH2:32]1. (4) Given the reactants C([O:4][C:5]1[C:10]2[CH:11]=[CH:12][S:13][C:9]=2[CH:8]=[C:7]([C:14]([O-:16])=[O:15])[CH:6]=1)(=O)C.C(=O)([O-])[O-].[K+].[K+].[CH2:23](O)[CH3:24], predict the reaction product. The product is: [OH:4][C:5]1[C:10]2[CH:11]=[CH:12][S:13][C:9]=2[CH:8]=[C:7]([C:14]([O:16][CH2:23][CH3:24])=[O:15])[CH:6]=1. (5) Given the reactants [Br:1][C:2]1[C:19]([O:20][CH3:21])=[C:18]([O:22][CH3:23])[C:17]([O:24][CH3:25])=[CH:16][C:3]=1[CH2:4][N:5]1[CH:13]=[N:12][C:11]2[C:6]1=[N:7][C:8]([NH2:15])=[N:9][C:10]=2Cl.[CH3:26][O:27][Na], predict the reaction product. The product is: [Br:1][C:2]1[C:19]([O:20][CH3:21])=[C:18]([O:22][CH3:23])[C:17]([O:24][CH3:25])=[CH:16][C:3]=1[CH2:4][N:5]1[CH:13]=[N:12][C:11]2[C:6]1=[N:7][C:8]([NH2:15])=[N:9][C:10]=2[O:27][CH3:26]. (6) Given the reactants [CH3:1][CH:2]([CH3:45])[CH:3]([NH:12][C:13]1[CH:14]=[C:15]([C:19]2[C:27]3[C:22](=[N:23][CH:24]=[C:25]([S:28](CCC(OC)=O)(=[O:30])=[O:29])[CH:26]=3)[N:21]([CH2:37][O:38][CH2:39][CH2:40][Si:41]([CH3:44])([CH3:43])[CH3:42])[CH:20]=2)[CH:16]=[N:17][CH:18]=1)[C:4](=[O:11])[NH:5][CH2:6][C:7]([F:10])([F:9])[F:8].C1CCN2C(=[N:50]CCC2)CC1.NOS(O)(=O)=O.C([O-])(=O)C.[Na+], predict the reaction product. The product is: [CH3:1][CH:2]([CH3:45])[CH:3]([NH:12][C:13]1[CH:18]=[N:17][CH:16]=[C:15]([C:19]2[C:27]3[C:22](=[N:23][CH:24]=[C:25]([S:28](=[O:30])(=[O:29])[NH2:50])[CH:26]=3)[N:21]([CH2:37][O:38][CH2:39][CH2:40][Si:41]([CH3:44])([CH3:43])[CH3:42])[CH:20]=2)[CH:14]=1)[C:4]([NH:5][CH2:6][C:7]([F:10])([F:9])[F:8])=[O:11]. (7) Given the reactants [Br:1][C:2]1[C:6](C(OCC)=O)=[C:5]([N:12]2[CH2:17][CH2:16][O:15][CH2:14][CH2:13]2)[N:4]([CH3:18])[N:3]=1.[OH-].[Na+].S(=O)(=O)(O)O, predict the reaction product. The product is: [Br:1][C:2]1[CH:6]=[C:5]([N:12]2[CH2:17][CH2:16][O:15][CH2:14][CH2:13]2)[N:4]([CH3:18])[N:3]=1.